This data is from Forward reaction prediction with 1.9M reactions from USPTO patents (1976-2016). The task is: Predict the product of the given reaction. (1) Given the reactants Br[C:2]1[N:10]2[C:5]([CH:6]=[N:7][C:8]([NH:11][C:12]3[CH:17]=[CH:16][C:15]([N:18]4[CH2:23][CH2:22][O:21][CH2:20][CH2:19]4)=[CH:14][CH:13]=3)=[N:9]2)=[CH:4][CH:3]=1.B([C:27]1[CH:32]=[CH:31][C:30]([CH2:33][N:34]2[CH2:39][CH2:38][S:37](=[O:41])(=[O:40])[CH2:36][CH2:35]2)=[CH:29][CH:28]=1)(O)O, predict the reaction product. The product is: [O:41]=[S:37]1(=[O:40])[CH2:38][CH2:39][N:34]([CH2:33][C:30]2[CH:31]=[CH:32][C:27]([C:2]3[N:10]4[C:5]([CH:6]=[N:7][C:8]([NH:11][C:12]5[CH:17]=[CH:16][C:15]([N:18]6[CH2:19][CH2:20][O:21][CH2:22][CH2:23]6)=[CH:14][CH:13]=5)=[N:9]4)=[CH:4][CH:3]=3)=[CH:28][CH:29]=2)[CH2:35][CH2:36]1. (2) Given the reactants [N:1]1[N:2]([C:11]2[CH:16]=[CH:15][C:14]([N:17]3[CH2:21][CH2:20][CH2:19][C:18]3=[O:22])=[CH:13][CH:12]=2)[CH:3]=[C:4]2[CH2:10][CH2:9][NH:8][CH2:7][CH2:6][C:5]=12.[C:23]1(=O)[CH2:27][CH2:26][CH2:25][CH2:24]1.C(O[BH-](OC(=O)C)OC(=O)C)(=O)C.[Na+], predict the reaction product. The product is: [CH:23]1([N:8]2[CH2:9][CH2:10][C:4]3=[CH:3][N:2]([C:11]4[CH:12]=[CH:13][C:14]([N:17]5[CH2:21][CH2:20][CH2:19][C:18]5=[O:22])=[CH:15][CH:16]=4)[N:1]=[C:5]3[CH2:6][CH2:7]2)[CH2:27][CH2:26][CH2:25][CH2:24]1. (3) Given the reactants FC(F)(F)C([O-])=O.[CH3:8][O:9][C:10]1[CH:11]=[C:12]([CH:30]=[C:31]([O:33][CH3:34])[CH:32]=1)[C:13]([NH:15][C:16]1[S:17][CH:18]=[C:19]([C:21]2[CH:22]=[C:23]3[C:27](=[CH:28][CH:29]=2)[NH2+:26][CH2:25][CH2:24]3)[N:20]=1)=[O:14].C(N(CC)C(C)C)(C)C.[CH3:44][O:45][CH2:46][C:47](Cl)=[O:48], predict the reaction product. The product is: [CH3:8][O:9][C:10]1[CH:11]=[C:12]([CH:30]=[C:31]([O:33][CH3:34])[CH:32]=1)[C:13]([NH:15][C:16]1[S:17][CH:18]=[C:19]([C:21]2[CH:22]=[C:23]3[C:27](=[CH:28][CH:29]=2)[N:26]([C:47](=[O:48])[CH2:46][O:45][CH3:44])[CH2:25][CH2:24]3)[N:20]=1)=[O:14]. (4) Given the reactants [C:1]([OH:18])(=[O:17])[CH2:2][CH2:3][CH2:4][CH2:5][CH2:6][CH2:7][CH2:8][CH2:9][CH2:10][CH2:11][CH2:12][CH2:13][CH2:14][CH2:15][CH3:16].C(=O)(O)[O-].[Na+].S([O-])([O-])(=O)=O.C([N+](CCCC)(CCCC)CCCC)CCC.C([N+](CCCC)(CCCC)CCCC)CCC.S(Cl)(O[CH2:67][Cl:68])(=O)=O, predict the reaction product. The product is: [C:1]([O:18][CH2:67][Cl:68])(=[O:17])[CH2:2][CH2:3][CH2:4][CH2:5][CH2:6][CH2:7][CH2:8][CH2:9][CH2:10][CH2:11][CH2:12][CH2:13][CH2:14][CH2:15][CH3:16]. (5) Given the reactants II.C1C=CC(P(C2C=CC=CC=2)C2C=CC=CC=2)=CC=1.C(N(CC)CC)C.[N:29]1[N:30]([C:34]2[CH:60]=[CH:59][CH:58]=[CH:57][C:35]=2[C:36]([N:38]2[C@H:43]([CH3:44])[CH2:42][CH2:41][C@@H:40]([C:45]([NH:47][CH:48]([C:54](=[O:56])[CH3:55])[C:49]([O:51][CH2:52][CH3:53])=[O:50])=O)[CH2:39]2)=[O:37])[N:31]=[CH:32][CH:33]=1, predict the reaction product. The product is: [N:31]1[N:30]([C:34]2[CH:60]=[CH:59][CH:58]=[CH:57][C:35]=2[C:36]([N:38]2[C@H:43]([CH3:44])[CH2:42][CH2:41][C@@H:40]([C:45]3[O:56][C:54]([CH3:55])=[C:48]([C:49]([O:51][CH2:52][CH3:53])=[O:50])[N:47]=3)[CH2:39]2)=[O:37])[N:29]=[CH:33][CH:32]=1.